From a dataset of Catalyst prediction with 721,799 reactions and 888 catalyst types from USPTO. Predict which catalyst facilitates the given reaction. Reactant: [CH2:1]([O:8][C:9]1[CH:14]=[CH:13][N:12]([C:15]2[N:20]=[C:19]3[N:21]([CH3:28])[C:22]4[CH2:27][CH2:26][NH:25][CH2:24][C:23]=4[C:18]3=[CH:17][CH:16]=2)[C:11](=[O:29])[CH:10]=1)[C:2]1[CH:7]=[CH:6][CH:5]=[CH:4][CH:3]=1.[ClH:30]. Product: [ClH:30].[CH2:1]([O:8][C:9]1[CH:14]=[CH:13][N:12]([C:15]2[N:20]=[C:19]3[N:21]([CH3:28])[C:22]4[CH2:27][CH2:26][NH:25][CH2:24][C:23]=4[C:18]3=[CH:17][CH:16]=2)[C:11](=[O:29])[CH:10]=1)[C:2]1[CH:3]=[CH:4][CH:5]=[CH:6][CH:7]=1. The catalyst class is: 5.